Dataset: Catalyst prediction with 721,799 reactions and 888 catalyst types from USPTO. Task: Predict which catalyst facilitates the given reaction. (1) Reactant: [CH3:1][N:2]1[CH2:6][C:5](=[O:7])[N:4]([C:8]2[CH:13]=[CH:12][C:11]([N+:14]([O-])=O)=[CH:10][CH:9]=2)[C:3]1=[O:17]. Product: [NH2:14][C:11]1[CH:10]=[CH:9][C:8]([N:4]2[C:5](=[O:7])[CH2:6][N:2]([CH3:1])[C:3]2=[O:17])=[CH:13][CH:12]=1. The catalyst class is: 63. (2) Reactant: [C:1]1([N:7]2[CH:11]=[N:10][C:9]([C:12]([OH:14])=O)=[N:8]2)[CH:6]=[CH:5][CH:4]=[CH:3][CH:2]=1.Cl.Cl.[N:17]1[CH:18]=[CH:19][N:20]2[CH:25]=[CH:24][N:23]=[C:22]([N:26]3[CH2:30][CH2:29][C@@H:28]([NH2:31])[CH2:27]3)[C:21]=12.C(N(C(C)C)CC)(C)C.CN(C(ON1N=NC2C=CC=NC1=2)=[N+](C)C)C.F[P-](F)(F)(F)(F)F. Product: [N:17]1[CH:18]=[CH:19][N:20]2[CH:25]=[CH:24][N:23]=[C:22]([N:26]3[CH2:30][CH2:29][C@@H:28]([NH:31][C:12]([C:9]4[N:10]=[CH:11][N:7]([C:1]5[CH:2]=[CH:3][CH:4]=[CH:5][CH:6]=5)[N:8]=4)=[O:14])[CH2:27]3)[C:21]=12. The catalyst class is: 3.